From a dataset of Forward reaction prediction with 1.9M reactions from USPTO patents (1976-2016). Predict the product of the given reaction. (1) Given the reactants [NH2:1][C:2]1[CH:7]=[CH:6][C:5]([S:8][C:9]2[CH:24]=[CH:23][C:12]([C:13]([NH:15][C:16]3[CH:21]=[CH:20][C:19]([Br:22])=[CH:18][CH:17]=3)=[O:14])=[CH:11][C:10]=2[N+:25]([O-:27])=[O:26])=[CH:4][CH:3]=1.[CH3:28][S:29](Cl)(=[O:31])=[O:30], predict the reaction product. The product is: [Br:22][C:19]1[CH:20]=[CH:21][C:16]([NH:15][C:13](=[O:14])[C:12]2[CH:23]=[CH:24][C:9]([S:8][C:5]3[CH:6]=[CH:7][C:2]([NH:1][S:29]([CH3:28])(=[O:31])=[O:30])=[CH:3][CH:4]=3)=[C:10]([N+:25]([O-:27])=[O:26])[CH:11]=2)=[CH:17][CH:18]=1. (2) Given the reactants [CH2:1]([N:3]1[CH2:7][CH2:6][N:5]=[C:4]1[CH3:8])[CH3:2].[C:9](=[O:14])([O:12]C)[O:10][CH3:11], predict the reaction product. The product is: [CH3:11][O:10][C:9](=[O:12])[O-:14].[CH2:1]([NH+:3]1[CH2:7][CH2:6][N:5]([CH3:9])[CH:4]1[CH3:8])[CH3:2]. (3) Given the reactants [CH3:1][CH2:2][O:3][C:4](/[C:6](/Cl)=[N:7]\[OH:8])=[O:5].[CH2:10]([OH:13])[C:11]#[CH:12].C([O-])([O-])=O.[K+].[K+], predict the reaction product. The product is: [OH:13][CH2:10][C:11]1[O:8][N:7]=[C:6]([C:4]([O:3][CH2:2][CH3:1])=[O:5])[CH:12]=1. (4) Given the reactants Cl[C:2]1[CH:7]=[C:6]([C:8]2[CH:13]=[CH:12][C:11]([C:14]([F:17])([F:16])[F:15])=[CH:10][CH:9]=2)[N:5]=[CH:4][C:3]=1[C:18]([O:20][CH3:21])=[O:19].C(Cl)(Cl)Cl.[CH3:26][N:27](C)C=O, predict the reaction product. The product is: [C:26]([C:2]1[CH:7]=[C:6]([C:8]2[CH:13]=[CH:12][C:11]([C:14]([F:17])([F:16])[F:15])=[CH:10][CH:9]=2)[N:5]=[CH:4][C:3]=1[C:18]([O:20][CH3:21])=[O:19])#[N:27]. (5) The product is: [F:1][C:2]1[CH:7]=[C:6]([F:8])[CH:5]=[CH:4][C:3]=1[C:9]1[CH:10]=[CH:26][C:22]([C:23]([OH:25])=[O:24])=[CH:21][N:20]=1. Given the reactants [F:1][C:2]1[CH:7]=[C:6]([F:8])[CH:5]=[CH:4][C:3]=1[C:9](=O)[CH3:10].FC1C=CC(C2C=[CH:26][C:22]([C:23]([OH:25])=[O:24])=[CH:21][N:20]=2)=CC=1, predict the reaction product.